This data is from Reaction yield outcomes from USPTO patents with 853,638 reactions. The task is: Predict the reaction yield, written as a fraction of the theoretical maximum amount of product (1.0 means a 100% yield; for example, 0.34 means a 34% yield). (1) The reactants are [CH3:1][N:2]1[CH2:7][CH2:6][N:5]([C:8]([C:10]2[CH:16]=[CH:15][C:13]([NH2:14])=[CH:12][C:11]=2[C:17]([F:20])([F:19])[F:18])=O)[CH2:4][CH2:3]1.CSC.B.O1CCCC1.Cl.[OH-].[Na+]. The catalyst is O1CCCC1. The product is [CH3:1][N:2]1[CH2:7][CH2:6][N:5]([CH2:8][C:10]2[CH:16]=[CH:15][C:13]([NH2:14])=[CH:12][C:11]=2[C:17]([F:20])([F:18])[F:19])[CH2:4][CH2:3]1. The yield is 0.990. (2) The reactants are C([O:3][C:4](=[O:20])[CH2:5][N:6]([C:8](=[O:19])[CH2:9][N:10]([C:12]([O:14][C:15]([CH3:18])([CH3:17])[CH3:16])=[O:13])[CH3:11])[CH3:7])C.[Li+].[OH-]. The catalyst is O.C1COCC1. The product is [C:15]([O:14][C:12]([N:10]([CH3:11])[CH2:9][C:8]([N:6]([CH2:5][C:4]([OH:20])=[O:3])[CH3:7])=[O:19])=[O:13])([CH3:18])([CH3:17])[CH3:16]. The yield is 0.900. (3) The reactants are [CH3:1][C:2]1([CH3:27])[C:10]2[CH:9]=[C:8]3[N:11]=[C:12]([C:14]4[C:22]5[C:17](=[CH:18][CH:19]=[C:20]([C:23](O)=[O:24])[CH:21]=5)[NH:16][N:15]=4)[NH:13][C:7]3=[CH:6][C:5]=2[NH:4][C:3]1=[O:26].[CH2:28]([NH2:30])[CH3:29].F[P-](F)(F)(F)(F)F.N1(OC(N(C)C)=[N+](C)C)C2N=CC=CC=2N=N1.C(N(CC)CC)C. The yield is 0.200. The product is [CH2:28]([NH:30][C:23]([C:20]1[CH:21]=[C:22]2[C:17](=[CH:18][CH:19]=1)[NH:16][N:15]=[C:14]2[C:12]1[NH:13][C:7]2[C:8]([N:11]=1)=[CH:9][C:10]1[C:2]([CH3:1])([CH3:27])[C:3](=[O:26])[NH:4][C:5]=1[CH:6]=2)=[O:24])[CH3:29]. The catalyst is O.CN(C=O)C. (4) The reactants are [Cl:1][C:2]1[C:3]([C:23](OCC)=[O:24])=[C:4]([CH3:22])[N:5]([S:13]([C:16]2[CH:21]=[CH:20][CH:19]=[CH:18][CH:17]=2)(=[O:15])=[O:14])[C:6]=1[C:7]1[CH:12]=[CH:11][CH:10]=[CH:9][CH:8]=1.[H-].C([Al+]CC(C)C)C(C)C.C[N+]1([O-])CCOCC1. The catalyst is C1(C)C=CC=CC=1.[Ru]([O-])(=O)(=O)=O.C([N+](CCC)(CCC)CCC)CC. The product is [Cl:1][C:2]1[C:3]([CH:23]=[O:24])=[C:4]([CH3:22])[N:5]([S:13]([C:16]2[CH:17]=[CH:18][CH:19]=[CH:20][CH:21]=2)(=[O:15])=[O:14])[C:6]=1[C:7]1[CH:8]=[CH:9][CH:10]=[CH:11][CH:12]=1. The yield is 0.550. (5) The reactants are CC1NC(C)=CC=1C1C=C[CH:10]=[C:9]([C:13]2[CH:18]=[CH:17][C:16]([C:19]3[CH:24]=[CH:23][C:22]([CH2:25][N:26]4[CH2:31][CH2:30][N:29]([CH2:32]CC5C=CC=CC=5)[CH2:28][CH2:27]4)=[CH:21][CH:20]=3)=[CH:15][CH:14]=2)[N:8]=1.Cl.NO.O.Cl. The catalyst is C(O)C. The product is [CH2:32]([N:29]1[CH2:28][CH2:27][N:26]([CH2:25][C:22]2[CH:23]=[CH:24][C:19]([C:16]3[CH:15]=[CH:14][C:13]([C:9]4[N:8]=[C:9]([NH2:8])[CH:13]=[CH:14][CH:10]=4)=[CH:18][CH:17]=3)=[CH:20][CH:21]=2)[CH2:31][CH2:30]1)[CH2:16][C:19]1[CH:24]=[CH:23][CH:22]=[CH:21][CH:20]=1. The yield is 0.550. (6) No catalyst specified. The yield is 1.00. The product is [F:1][C:2]1[C:10]([O:11][C:31]2[C:30]3[C:35](=[CH:36][C:27]([O:26][CH2:19][C:20]4[CH:25]=[CH:24][CH:23]=[CH:22][CH:21]=4)=[C:28]([O:38][CH3:39])[CH:29]=3)[N:34]=[CH:33][N:32]=2)=[CH:9][CH:8]=[C:7]2[C:3]=1[CH:4]=[C:5]([CH3:12])[NH:6]2. The reactants are [F:1][C:2]1[C:10]([OH:11])=[CH:9][CH:8]=[C:7]2[C:3]=1[CH:4]=[C:5]([CH3:12])[NH:6]2.C(=O)([O-])[O-].[K+].[K+].[CH2:19]([O:26][C:27]1[CH:36]=[C:35]2[C:30]([C:31](Cl)=[N:32][CH:33]=[N:34]2)=[CH:29][C:28]=1[O:38][CH3:39])[C:20]1[CH:25]=[CH:24][CH:23]=[CH:22][CH:21]=1. (7) The reactants are [CH:1]([N:14]1[CH2:19][C@@H:18]2[CH2:20][C@H:15]1[CH2:16][N:17]2[C:21]1[N:26]=[CH:25][C:24]([C:27](OCC)=[O:28])=[CH:23][N:22]=1)([C:8]1[CH:13]=[CH:12][CH:11]=[CH:10][CH:9]=1)[C:2]1[CH:7]=[CH:6][CH:5]=[CH:4][CH:3]=1.[OH-:32].[K+].[NH2:34]O.CO. The catalyst is C1COCC1. The product is [CH:1]([N:14]1[CH2:19][C@@H:18]2[CH2:20][C@H:15]1[CH2:16][N:17]2[C:21]1[N:26]=[CH:25][C:24]([C:27]([NH:34][OH:32])=[O:28])=[CH:23][N:22]=1)([C:2]1[CH:7]=[CH:6][CH:5]=[CH:4][CH:3]=1)[C:8]1[CH:9]=[CH:10][CH:11]=[CH:12][CH:13]=1. The yield is 0.790. (8) The reactants are [S:1]1[C:5]2[CH:6]=[C:7]([N:10]3[CH2:14][C:13]([CH3:16])([CH3:15])[NH:12][C:11]3=[O:17])[CH:8]=[CH:9][C:4]=2[N:3]=[CH:2]1.I[C:19]1[CH:20]=[N:21][CH:22]=[CH:23][C:24]=1[CH3:25].N[C@@H]1CCCC[C@H]1N.P([O-])([O-])([O-])=O.[K+].[K+].[K+]. The catalyst is [Cu](I)I.O1CCOCC1. The product is [S:1]1[C:5]2[CH:6]=[C:7]([N:10]3[CH2:14][C:13]([CH3:15])([CH3:16])[N:12]([C:19]4[CH:20]=[N:21][CH:22]=[CH:23][C:24]=4[CH3:25])[C:11]3=[O:17])[CH:8]=[CH:9][C:4]=2[N:3]=[CH:2]1. The yield is 0.0480.